Dataset: Reaction yield outcomes from USPTO patents with 853,638 reactions. Task: Predict the reaction yield, written as a fraction of the theoretical maximum amount of product (1.0 means a 100% yield; for example, 0.34 means a 34% yield). (1) The reactants are Cl.[CH3:2][O:3][C:4](=[O:21])[CH:5]([NH2:20])[C:6]([C:8]1[CH:13]=[CH:12][C:11]([C:14]2[CH:19]=[CH:18][CH:17]=[CH:16][CH:15]=2)=[CH:10][CH:9]=1)=[O:7].[F:22][C:23]([F:34])([F:33])[C:24]1[CH:32]=[CH:31][C:27]([C:28](Cl)=[O:29])=[CH:26][CH:25]=1.C(N(CC)CC)C. The catalyst is C1COCC1. The product is [CH3:2][O:3][C:4](=[O:21])[CH:5]([NH:20][C:28](=[O:29])[C:27]1[CH:31]=[CH:32][C:24]([C:23]([F:22])([F:33])[F:34])=[CH:25][CH:26]=1)[C:6]([C:8]1[CH:13]=[CH:12][C:11]([C:14]2[CH:19]=[CH:18][CH:17]=[CH:16][CH:15]=2)=[CH:10][CH:9]=1)=[O:7]. The yield is 0.700. (2) The reactants are [F:1][C:2]1[CH:7]=[CH:6][C:5]([C@@H:8]2[N:17]=[C:16]([NH:18][O:19]C3CCCCO3)[C:15]3[C:14]([CH3:26])=[N:13][C:12]([NH2:27])=[N:11][C:10]=3[CH2:9]2)=[C:4]([C:28]2[CH:33]=[CH:32][CH:31]=[C:30]([O:34][CH3:35])[N:29]=2)[CH:3]=1.Cl. The catalyst is O1CCOCC1. The product is [NH2:27][C:12]1[N:13]=[C:14]([CH3:26])[C:15]2=[C:10]([CH2:9][C@H:8]([C:5]3[CH:6]=[CH:7][C:2]([F:1])=[CH:3][C:4]=3[C:28]3[CH:33]=[CH:32][CH:31]=[C:30]([O:34][CH3:35])[N:29]=3)[NH:17]/[C:16]/2=[N:18]\[OH:19])[N:11]=1. The yield is 0.635. (3) The reactants are [H-].[Al+3].[Li+].[H-].[H-].[H-].CN(OC)[C:9](=[O:24])[C:10]1[CH:15]=[CH:14][C:13]([N+:16]([O-:18])=[O:17])=[C:12]([NH:19][CH2:20][CH:21]([CH3:23])[CH3:22])[CH:11]=1. The catalyst is O1CCCC1. The product is [CH2:20]([NH:19][C:12]1[CH:11]=[C:10]([CH:15]=[CH:14][C:13]=1[N+:16]([O-:18])=[O:17])[CH:9]=[O:24])[CH:21]([CH3:23])[CH3:22]. The yield is 0.700.